Dataset: Forward reaction prediction with 1.9M reactions from USPTO patents (1976-2016). Task: Predict the product of the given reaction. (1) Given the reactants C(OC([N:8]([C:37]1[CH:42]=[CH:41][CH:40]=[CH:39][N:38]=1)[CH2:9][CH2:10][CH2:11][C:12]#[C:13][C:14]1[CH:36]=[CH:35][C:17]([CH2:18][C@@H:19]([C:31]([O:33][CH3:34])=[O:32])[NH:20][C:21](=[O:30])[C:22]2[C:27]([Cl:28])=[CH:26][CH:25]=[CH:24][C:23]=2[Cl:29])=[CH:16][CH:15]=1)=O)(C)(C)C.C(O)(C(F)(F)F)=O, predict the reaction product. The product is: [Cl:29][C:23]1[CH:24]=[CH:25][CH:26]=[C:27]([Cl:28])[C:22]=1[C:21]([NH:20][C@H:19]([C:31]([O:33][CH3:34])=[O:32])[CH2:18][C:17]1[CH:35]=[CH:36][C:14]([C:13]#[C:12][CH2:11][CH2:10][CH2:9][NH:8][C:37]2[CH:42]=[CH:41][CH:40]=[CH:39][N:38]=2)=[CH:15][CH:16]=1)=[O:30]. (2) The product is: [CH2:1]([N:3]([CH:15]1[CH2:16][CH2:17][C:18]([O:22][CH3:25])([CH3:21])[CH2:19][CH2:20]1)[C:4]1[C:5]([CH3:14])=[C:6]([CH:11]=[CH:12][CH:13]=1)[C:7]([O:9][CH3:10])=[O:8])[CH3:2]. Given the reactants [CH2:1]([N:3]([CH:15]1[CH2:20][CH2:19][C:18]([OH:22])([CH3:21])[CH2:17][CH2:16]1)[C:4]1[C:5]([CH3:14])=[C:6]([CH:11]=[CH:12][CH:13]=1)[C:7]([O:9][CH3:10])=[O:8])[CH3:2].[H-].[Na+].[CH3:25]I, predict the reaction product.